From a dataset of Peptide-MHC class I binding affinity with 185,985 pairs from IEDB/IMGT. Regression. Given a peptide amino acid sequence and an MHC pseudo amino acid sequence, predict their binding affinity value. This is MHC class I binding data. (1) The peptide sequence is RELVRKTRF. The MHC is HLA-A31:01 with pseudo-sequence HLA-A31:01. The binding affinity (normalized) is 0.0847. (2) The peptide sequence is TPGPGVRYPL. The MHC is HLA-A11:01 with pseudo-sequence HLA-A11:01. The binding affinity (normalized) is 0.